This data is from Full USPTO retrosynthesis dataset with 1.9M reactions from patents (1976-2016). The task is: Predict the reactants needed to synthesize the given product. (1) The reactants are: [CH3:1][O:2][C:3]1[CH:8]=[C:7]([CH3:9])[CH:6]=[CH:5][C:4]=1[S:10](Cl)(=[O:12])=[O:11].[CH3:14][O:15][C:16]1[CH:25]=[CH:24][C:23]([NH2:26])=[C:22]2[C:17]=1[CH2:18][C@@H:19]([N:27]([CH3:29])[CH3:28])[CH2:20][O:21]2.C(N(CC)CC)C. Given the product [CH3:29][N:27]([CH3:28])[C@@H:19]1[CH2:18][C:17]2[C:22](=[C:23]([NH:26][S:10]([C:4]3[CH:5]=[CH:6][C:7]([CH3:9])=[CH:8][C:3]=3[O:2][CH3:1])(=[O:12])=[O:11])[CH:24]=[CH:25][C:16]=2[O:15][CH3:14])[O:21][CH2:20]1, predict the reactants needed to synthesize it. (2) Given the product [O:30]=[S:2]1(=[O:1])[CH2:7][CH2:6][N:5]([C:8]([C:10]2[N:11]([C:37]3[CH:38]=[C:33]([CH:34]=[CH:35][CH:36]=3)[C:31]#[N:32])[C:12]3[C:17]([CH:18]=2)=[CH:16][C:15]([C:19]([N:21]2[CH2:22][CH2:23][N:24]([CH:27]([CH3:28])[CH3:29])[CH2:25][CH2:26]2)=[O:20])=[CH:14][CH:13]=3)=[O:9])[CH2:4][CH2:3]1, predict the reactants needed to synthesize it. The reactants are: [O:1]=[S:2]1(=[O:30])[CH2:7][CH2:6][N:5]([C:8]([C:10]2[NH:11][C:12]3[C:17]([CH:18]=2)=[CH:16][C:15]([C:19]([N:21]2[CH2:26][CH2:25][N:24]([CH:27]([CH3:29])[CH3:28])[CH2:23][CH2:22]2)=[O:20])=[CH:14][CH:13]=3)=[O:9])[CH2:4][CH2:3]1.[C:31]([C:33]1[CH:34]=[C:35](B(O)O)[CH:36]=[CH:37][CH:38]=1)#[N:32].N1C=CC=CC=1.